The task is: Predict the reaction yield, written as a fraction of the theoretical maximum amount of product (1.0 means a 100% yield; for example, 0.34 means a 34% yield).. This data is from Reaction yield outcomes from USPTO patents with 853,638 reactions. (1) The reactants are [N+:1]([C:4]1[CH:5]=[C:6]([CH:10]=[CH:11][CH:12]=1)[C:7]([OH:9])=O)([O-:3])=[O:2].[CH3:13][O:14][C:15]([C:17]12[CH2:26][CH:21]3[CH2:22][CH:23]([CH2:25][CH:19]([CH:20]3[NH2:27])[CH2:18]1)[CH2:24]2)=[O:16].C(Cl)CCl.C1C=CC2N(O)N=NC=2C=1. The catalyst is C(Cl)Cl. The product is [CH3:13][O:14][C:15]([C:17]12[CH2:26][CH:21]3[CH2:22][CH:23]([CH2:25][CH:19]([CH:20]3[NH:27][C:7](=[O:9])[C:6]3[CH:10]=[CH:11][CH:12]=[C:4]([N+:1]([O-:3])=[O:2])[CH:5]=3)[CH2:18]1)[CH2:24]2)=[O:16]. The yield is 0.970. (2) The reactants are [CH3:1][C:2]1[C:6]2[CH:7]=[CH:8][CH:9]=[CH:10][C:5]=2[O:4][C:3]=1[C:11](OCC)=[O:12].C1(C)C=CC=CC=1.[H-].C([Al+]CC(C)C)C(C)C.Cl.CC(OI1(OC(C)=O)(OC(C)=O)OC(=O)C2C=CC=CC1=2)=O.S([O-])([O-])=O.[Na+].[Na+]. The catalyst is O1CCCC1.ClCCl. The product is [CH3:1][C:2]1[C:6]2[CH:7]=[CH:8][CH:9]=[CH:10][C:5]=2[O:4][C:3]=1[CH:11]=[O:12]. The yield is 0.480. (3) The reactants are Cl[C:2]1[N:3]=[C:4]2[CH:12]=[CH:11][N:10]=[CH:9][C:5]2=[N:6][C:7]=1[Cl:8].Cl.[F:14][C:15]1[CH:27]=[C:26]([F:28])[CH:25]=[CH:24][C:16]=1[O:17][CH:18]1[CH2:23][CH2:22][NH:21][CH2:20][CH2:19]1.CCN(C(C)C)C(C)C. The catalyst is C(Cl)Cl. The product is [Cl:8][C:7]1[N:6]=[C:5]2[CH:9]=[N:10][CH:11]=[CH:12][C:4]2=[N:3][C:2]=1[N:21]1[CH2:20][CH2:19][CH:18]([O:17][C:16]2[CH:24]=[CH:25][C:26]([F:28])=[CH:27][C:15]=2[F:14])[CH2:23][CH2:22]1. The yield is 0.790. (4) The reactants are [Cl:1][C:2]1[CH:7]=[CH:6][C:5]([N:8]2[C:12]([C:13]#[N:14])=[C:11]([C:15]([O:17]C(C)(C)C)=[O:16])[N:10]=[C:9]2[C:22]2[CH:27]=[CH:26][C:25]([Cl:28])=[CH:24][C:23]=2[Cl:29])=[CH:4][CH:3]=1.FC(F)(F)C(O)=O. The catalyst is ClCCl. The product is [Cl:1][C:2]1[CH:7]=[CH:6][C:5]([N:8]2[C:12]([C:13]#[N:14])=[C:11]([C:15]([OH:17])=[O:16])[N:10]=[C:9]2[C:22]2[CH:27]=[CH:26][C:25]([Cl:28])=[CH:24][C:23]=2[Cl:29])=[CH:4][CH:3]=1. The yield is 0.870. (5) The reactants are [CH3:1][N:2]([CH3:21])[C:3]1[CH:20]=[CH:19][C:6]([C:7]([NH:9][C:10]2[CH:15]=[CH:14][CH:13]=[C:12]([CH:16]=O)[C:11]=2[F:18])=[O:8])=[CH:5][CH:4]=1.[N+:22]([CH3:25])([O-:24])=[O:23].C([O-])(=O)C.[NH4+].C(O)(=O)C. No catalyst specified. The product is [CH3:1][N:2]([CH3:21])[C:3]1[CH:20]=[CH:19][C:6]([C:7]([NH:9][C:10]2[CH:15]=[CH:14][CH:13]=[C:12](/[CH:16]=[CH:25]/[N+:22]([O-:24])=[O:23])[C:11]=2[F:18])=[O:8])=[CH:5][CH:4]=1. The yield is 0.310.